This data is from Catalyst prediction with 721,799 reactions and 888 catalyst types from USPTO. The task is: Predict which catalyst facilitates the given reaction. (1) Reactant: [Cl:1][C:2]1[CH:3]=[C:4]([OH:21])[CH:5]=[C:6]2[C:11]=1[O:10][CH:9]([C:12]([F:15])([F:14])[F:13])[C:8]([C:16]([O:18][CH2:19][CH3:20])=[O:17])=[CH:7]2.C([O-])([O-])=O.[K+].[K+].[CH2:28](I)[CH3:29].[Na+].[Cl-]. Product: [Cl:1][C:2]1[CH:3]=[C:4]([O:21][CH2:28][CH3:29])[CH:5]=[C:6]2[C:11]=1[O:10][CH:9]([C:12]([F:15])([F:14])[F:13])[C:8]([C:16]([O:18][CH2:19][CH3:20])=[O:17])=[CH:7]2. The catalyst class is: 18. (2) The catalyst class is: 241. Product: [NH2:1][C:2]1[CH:3]=[C:4]([CH:8]=[CH:9][C:10]=1[CH3:11])[C:5]([N:23]1[CH2:24][CH2:25][CH:20]([C:17]2[CH:18]=[CH:19][C:14]([C:12]#[N:13])=[CH:15][CH:16]=2)[CH2:21][CH2:22]1)=[O:7]. Reactant: [NH2:1][C:2]1[CH:3]=[C:4]([CH:8]=[CH:9][C:10]=1[CH3:11])[C:5]([OH:7])=O.[C:12]([C:14]1[CH:19]=[CH:18][C:17]([CH:20]2[CH2:25][CH2:24][NH:23][CH2:22][CH2:21]2)=[CH:16][CH:15]=1)#[N:13].Cl.CN(C)CCCN=C=NCC.C(OCC)(=O)C. (3) Reactant: [OH:1][C:2]1[CH:11]=[C:10]([CH3:12])[C:5]2[NH:6][C:7](=[O:9])[O:8][C:4]=2[CH:3]=1.[NH2:13][C:14]1[N:19]=[C:18](Cl)[CH:17]=[C:16]([Cl:21])[N:15]=1.C(=O)([O-])[O-].[K+].[K+].O. Product: [NH2:13][C:14]1[N:19]=[C:18]([O:1][C:2]2[CH:11]=[C:10]([CH3:12])[C:5]3[NH:6][C:7](=[O:9])[O:8][C:4]=3[CH:3]=2)[CH:17]=[C:16]([Cl:21])[N:15]=1. The catalyst class is: 3. (4) Reactant: Cl.[CH:2]1([C:5]2[C:6]([CH2:15][N:16]3[CH2:21][CH2:20][O:19][C@H:18]([CH2:22][C:23]4[CH:28]=[CH:27][C:26]([Cl:29])=[C:25]([Cl:30])[CH:24]=4)[CH2:17]3)=[CH:7][C:8]([F:14])=[C:9]([CH:13]=2)[C:10](O)=[O:11])[CH2:4][CH2:3]1.Cl.C(N=C=NCCCN(C)C)C.[CH3:43][S:44]([NH2:47])(=[O:46])=[O:45]. Product: [CH:2]1([C:5]2[C:6]([CH2:15][N:16]3[CH2:21][CH2:20][O:19][C@H:18]([CH2:22][C:23]4[CH:28]=[CH:27][C:26]([Cl:29])=[C:25]([Cl:30])[CH:24]=4)[CH2:17]3)=[CH:7][C:8]([F:14])=[C:9]([CH:13]=2)[C:10]([NH:47][S:44]([CH3:43])(=[O:46])=[O:45])=[O:11])[CH2:4][CH2:3]1. The catalyst class is: 112. (5) Reactant: [CH:1](=O)[C:2]1[CH:7]=[CH:6][CH:5]=[CH:4][CH:3]=1.Cl.[NH2:10][OH:11].[OH-].[Na+]. Product: [CH:1](=[N:10]/[OH:11])/[C:2]1[CH:7]=[CH:6][CH:5]=[CH:4][CH:3]=1. The catalyst class is: 40.